This data is from Forward reaction prediction with 1.9M reactions from USPTO patents (1976-2016). The task is: Predict the product of the given reaction. (1) Given the reactants C(OC([N:8]1[CH2:33][CH2:32][C:11]2([CH2:14][N:13]([C:15]3[N:16]=[C:17]([NH:25][C:26]4[NH:27][N:28]=[C:29]([CH3:31])[CH:30]=4)[C:18]4[CH:24]=[CH:23][CH:22]=[N:21][C:19]=4[N:20]=3)[CH2:12]2)[CH2:10][CH2:9]1)=O)(C)(C)C.ClCl, predict the reaction product. The product is: [CH2:14]1[C:11]2([CH2:32][CH2:33][NH:8][CH2:9][CH2:10]2)[CH2:12][N:13]1[C:15]1[N:16]=[C:17]([NH:25][C:26]2[NH:27][N:28]=[C:29]([CH3:31])[CH:30]=2)[C:18]2[CH:24]=[CH:23][CH:22]=[N:21][C:19]=2[N:20]=1. (2) Given the reactants [CH:1]1[C:13]2[CH:12]([CH2:14][O:15][C:16]([NH:18][C@@H:19]3[C:30](=[O:31])[O:29][C@H:28]([C:32]4[CH:37]=[CH:36][CH:35]=[CH:34][CH:33]=4)[C@H:27]([CH3:38])[N:26]([CH3:39])[C:25](=[O:40])[C@H:24]([CH2:41][C:42]([O:44]C(C)(C)C)=[O:43])[CH2:23][CH:22]=[CH:21][CH2:20]3)=[O:17])[C:11]3[C:6](=[CH:7][CH:8]=[CH:9][CH:10]=3)[C:5]=2[CH:4]=[CH:3][CH:2]=1.FC(F)(F)C(O)=O, predict the reaction product. The product is: [CH:1]1[C:13]2[CH:12]([CH2:14][O:15][C:16]([NH:18][C@@H:19]3[C:30](=[O:31])[O:29][C@H:28]([C:32]4[CH:37]=[CH:36][CH:35]=[CH:34][CH:33]=4)[C@H:27]([CH3:38])[N:26]([CH3:39])[C:25](=[O:40])[C@H:24]([CH2:41][C:42]([OH:44])=[O:43])[CH2:23][CH:22]=[CH:21][CH2:20]3)=[O:17])[C:11]3[C:6](=[CH:7][CH:8]=[CH:9][CH:10]=3)[C:5]=2[CH:4]=[CH:3][CH:2]=1. (3) Given the reactants ClC(Cl)(Cl)[C:3]([C:5]1[C:13]2[C:8](=[CH:9][C:10]([C:14]([N:16]3[CH2:22][C:21]4([CH3:24])[CH2:23][CH:17]3[CH2:18][C:19]([CH3:26])([CH3:25])[CH2:20]4)=[O:15])=[CH:11][CH:12]=2)[NH:7][CH:6]=1)=[O:4].C([OH:31])C.[OH-].[Na+], predict the reaction product. The product is: [CH3:24][C:21]12[CH2:23][CH:17]([N:16]([C:14]([C:10]3[CH:9]=[C:8]4[C:13]([C:5]([C:3]([OH:31])=[O:4])=[CH:6][NH:7]4)=[CH:12][CH:11]=3)=[O:15])[CH2:22]1)[CH2:18][C:19]([CH3:25])([CH3:26])[CH2:20]2. (4) The product is: [Cl:1][C:2]1[N:7]=[CH:6][C:5]2[CH:8]=[N:9][N:10]([C:11]3[N:12]=[C:13]([N:28]4[CH2:27][CH2:26][N:25]([C:18]([O:20][C:21]([CH3:24])([CH3:23])[CH3:22])=[O:19])[CH2:30][CH2:29]4)[CH:14]=[CH:15][CH:16]=3)[C:4]=2[CH:3]=1. Given the reactants [Cl:1][C:2]1[N:7]=[CH:6][C:5]2[CH:8]=[N:9][N:10]([C:11]3[CH:16]=[CH:15][CH:14]=[C:13](F)[N:12]=3)[C:4]=2[CH:3]=1.[C:18]([N:25]1[CH2:30][CH2:29][NH:28][CH2:27][CH2:26]1)([O:20][C:21]([CH3:24])([CH3:23])[CH3:22])=[O:19], predict the reaction product. (5) Given the reactants [CH2:1]([N:8]1[CH2:13][CH:12]2[CH:10]([CH:11]2[C:14]2[CH:19]=[CH:18][C:17]([F:20])=[CH:16][CH:15]=2)[C:9]1=O)[C:2]1[CH:7]=[CH:6][CH:5]=[CH:4][CH:3]=1.[H-].[Al+3].[Li+].[H-].[H-].[H-].[OH-].[Na+], predict the reaction product. The product is: [CH2:1]([N:8]1[CH2:9][CH:10]2[CH:12]([CH:11]2[C:14]2[CH:15]=[CH:16][C:17]([F:20])=[CH:18][CH:19]=2)[CH2:13]1)[C:2]1[CH:3]=[CH:4][CH:5]=[CH:6][CH:7]=1. (6) The product is: [C:5]1([C:4]2[NH:26][N:25]=[N:24][C:3]=2[N:11]2[CH2:16][CH2:15][N:14]([C:17]([O:19][C:20]([CH3:23])([CH3:22])[CH3:21])=[O:18])[CH2:13][CH2:12]2)[CH:10]=[CH:9][CH:8]=[CH:7][CH:6]=1. Given the reactants C([C:3]([N:11]1[CH2:16][CH2:15][N:14]([C:17]([O:19][C:20]([CH3:23])([CH3:22])[CH3:21])=[O:18])[CH2:13][CH2:12]1)=[CH:4][C:5]1[CH:10]=[CH:9][CH:8]=[CH:7][CH:6]=1)#N.[N-:24]=[N+:25]=[N-:26].[Na+], predict the reaction product. (7) Given the reactants COC(C1SC([I:22])=C(C#N)C=1C1C=CC(C(C)(C)C)=CC=1)=O.[CH2:23]([O:25][C:26]([C:28]1[S:29][C:30](N)=[C:31]([C:47]#[N:48])[C:32]=1[C:33]1[CH:38]=[CH:37][C:36]([C:39]2[CH:44]=[CH:43][CH:42]=[CH:41][C:40]=2[C:45]#[N:46])=[CH:35][CH:34]=1)=[O:27])[CH3:24], predict the reaction product. The product is: [CH2:23]([O:25][C:26]([C:28]1[S:29][C:30]([I:22])=[C:31]([C:47]#[N:48])[C:32]=1[C:33]1[CH:38]=[CH:37][C:36]([C:39]2[CH:44]=[CH:43][CH:42]=[CH:41][C:40]=2[C:45]#[N:46])=[CH:35][CH:34]=1)=[O:27])[CH3:24].